Dataset: Full USPTO retrosynthesis dataset with 1.9M reactions from patents (1976-2016). Task: Predict the reactants needed to synthesize the given product. (1) Given the product [ClH:32].[CH3:31][N:2]([CH3:1])[C:3]([C:5]1[CH:6]=[CH:7][C:8](/[CH:20]=[CH:21]/[C:22]2[C:30]3[C:25](=[CH:26][CH:27]=[CH:28][CH:29]=3)[NH:24][N:23]=2)=[C:9]([NH:11][C:12]([C:14]2[S:15][CH:16]=[CH:17][C:18]=2[CH3:19])=[O:13])[CH:10]=1)=[O:4], predict the reactants needed to synthesize it. The reactants are: [CH3:1][N:2]([CH3:31])[C:3]([C:5]1[CH:6]=[CH:7][C:8](/[CH:20]=[CH:21]/[C:22]2[C:30]3[C:25](=[CH:26][CH:27]=[CH:28][CH:29]=3)[NH:24][N:23]=2)=[C:9]([NH:11][C:12]([C:14]2[S:15][CH:16]=[CH:17][C:18]=2[CH3:19])=[O:13])[CH:10]=1)=[O:4].[ClH:32].CO. (2) Given the product [CH3:1][O:2][C:3](=[O:14])[CH2:4][O:5][C:6]1[CH:11]=[CH:10][C:9]([CH2:12][O:13][C:15](=[O:17])[CH3:16])=[CH:8][CH:7]=1, predict the reactants needed to synthesize it. The reactants are: [CH3:1][O:2][C:3](=[O:14])[CH2:4][O:5][C:6]1[CH:11]=[CH:10][C:9]([CH2:12][OH:13])=[CH:8][CH:7]=1.[C:15](OC(=O)C)(=[O:17])[CH3:16].